Dataset: Forward reaction prediction with 1.9M reactions from USPTO patents (1976-2016). Task: Predict the product of the given reaction. The product is: [CH:19]([N:22]1[CH2:27][CH2:26][N:25]([CH2:1][C:3]2[CH:18]=[CH:17][C:6]([O:7][C:8]3[CH:16]=[CH:15][C:11]([C:12]([NH2:14])=[O:13])=[CH:10][N:9]=3)=[CH:5][CH:4]=2)[CH2:24][CH2:23]1)([CH3:21])[CH3:20]. Given the reactants [CH:1]([C:3]1[CH:18]=[CH:17][C:6]([O:7][C:8]2[CH:16]=[CH:15][C:11]([C:12]([NH2:14])=[O:13])=[CH:10][N:9]=2)=[CH:5][CH:4]=1)=O.[CH:19]([N:22]1[CH2:27][CH2:26][NH:25][CH2:24][CH2:23]1)([CH3:21])[CH3:20].[BH4-].[Na+], predict the reaction product.